From a dataset of Catalyst prediction with 721,799 reactions and 888 catalyst types from USPTO. Predict which catalyst facilitates the given reaction. (1) Product: [F:1][C:2]1[CH:7]=[C:6]([F:8])[CH:5]=[CH:4][C:3]=1[N:9]1[C:13]([C:14]2[S:23][C:22]3[C:21]4[N:24]=[C:25]([N:28]5[CH2:29][CH2:30][N:31]([S:44]([CH3:43])(=[O:46])=[O:45])[CH2:32][CH2:33]5)[CH:26]=[CH:27][C:20]=4[O:19][CH2:18][CH2:17][C:16]=3[CH:15]=2)=[N:12][CH:11]=[N:10]1. Reactant: [F:1][C:2]1[CH:7]=[C:6]([F:8])[CH:5]=[CH:4][C:3]=1[N:9]1[C:13]([C:14]2[S:23][C:22]3[C:21]4[N:24]=[C:25]([N:28]5[CH2:33][CH2:32][NH:31][CH2:30][CH2:29]5)[CH:26]=[CH:27][C:20]=4[O:19][CH2:18][CH2:17][C:16]=3[CH:15]=2)=[N:12][CH:11]=[N:10]1.CCN(C(C)C)C(C)C.[CH3:43][S:44](Cl)(=[O:46])=[O:45].C(Cl)Cl.CCOC(C)=O. The catalyst class is: 1. (2) Reactant: [NH2:1][C:2]1[CH:3]=[CH:4][C:5]([F:20])=[C:6]([C@@:8]2([CH3:19])[NH:13][C:12](=[O:14])[C:11]([F:16])([CH3:15])[CH2:10][C:9]2([F:18])[F:17])[CH:7]=1.[C:21](O[C:21]([O:23][C:24]([CH3:27])([CH3:26])[CH3:25])=[O:22])([O:23][C:24]([CH3:27])([CH3:26])[CH3:25])=[O:22]. Product: [F:20][C:5]1[CH:4]=[CH:3][C:2]([NH:1][C:21](=[O:22])[O:23][C:24]([CH3:27])([CH3:26])[CH3:25])=[CH:7][C:6]=1[C@:8]1([CH3:19])[C:9]([F:18])([F:17])[CH2:10][C:11]([F:16])([CH3:15])[C:12](=[O:14])[NH:13]1. The catalyst class is: 7. (3) Reactant: [CH3:1][NH2:2].CO[C:5]([C@@H:7]1[O:11][C:10](=[O:12])[N:9]([C:13]2[CH:14]=[C:15]3[C:19](=[CH:20][CH:21]=2)[N:18]([CH3:22])[C:17](=[O:23])[CH2:16]3)[CH2:8]1)=[O:6]. Product: [CH3:1][NH:2][C:5]([CH:7]1[O:11][C:10](=[O:12])[N:9]([C:13]2[CH:14]=[C:15]3[C:19](=[CH:20][CH:21]=2)[N:18]([CH3:22])[C:17](=[O:23])[CH2:16]3)[CH2:8]1)=[O:6]. The catalyst class is: 5.